From a dataset of Catalyst prediction with 721,799 reactions and 888 catalyst types from USPTO. Predict which catalyst facilitates the given reaction. (1) Reactant: [OH:1][C:2]([C:15]1[CH:16]2[C:21](=[C:22]([C:29]3[CH:34]=[CH:33][CH:32]=[CH:31][N:30]=3)[C:23]3[CH:28]=[CH:27][CH:26]=[CH:25][CH:24]=3)[CH:19]([CH:20]=1)[CH:18]1[C:35]([N:37]([CH2:40][CH2:41]OC(=O)C=CC3C=CC(C(C)C)=CC=3)[C:38](=[O:39])[CH:17]21)=[O:36])([C:9]1[CH:14]=[CH:13][CH:12]=[CH:11][N:10]=1)[C:3]1[CH:8]=[CH:7][CH:6]=[CH:5][CH:4]=1.[C:56]([NH:59][C:60]1[CH:70]=[CH:69][C:63]([CH:64]=[CH:65][C:66]([OH:68])=[O:67])=[CH:62][CH:61]=1)(=[O:58])[CH3:57].C(N=C=NCCCN(C)C)C.C(N(CC)CC)C.CN(C1C=CC=CN=1)C. The catalyst class is: 4. Product: [C:56]([NH:59][C:60]1[CH:70]=[CH:69][C:63]([CH:64]=[CH:65][C:66]([O:68][CH2:41][CH2:40][N:37]2[C:38](=[O:39])[CH:17]3[CH:18]([CH:19]4[C:21](=[C:22]([C:29]5[CH:34]=[CH:33][CH:32]=[CH:31][N:30]=5)[C:23]5[CH:24]=[CH:25][CH:26]=[CH:27][CH:28]=5)[CH:16]3[C:15]([C:2]([OH:1])([C:9]3[CH:14]=[CH:13][CH:12]=[CH:11][N:10]=3)[C:3]3[CH:4]=[CH:5][CH:6]=[CH:7][CH:8]=3)=[CH:20]4)[C:35]2=[O:36])=[O:67])=[CH:62][CH:61]=1)(=[O:58])[CH3:57]. (2) Reactant: Cl[C:2]1[N:7]=[C:6]([NH:8][C@H:9]([C:11]2[CH:16]=[CH:15][CH:14]=[CH:13][CH:12]=2)[CH3:10])[CH:5]=[N:4][CH:3]=1.CN(C=O)C.O.[CH:23]([C:25]1[CH:26]=[C:27](B(O)O)[CH:28]=[C:29]([CH3:31])[CH:30]=1)=[O:24].C(=O)([O-])[O-].[Cs+].[Cs+]. Product: [CH3:31][C:29]1[CH:30]=[C:25]([CH:26]=[C:27]([C:2]2[CH:3]=[N:4][CH:5]=[C:6]([NH:8][C@H:9]([C:11]3[CH:16]=[CH:15][CH:14]=[CH:13][CH:12]=3)[CH3:10])[N:7]=2)[CH:28]=1)[CH:23]=[O:24]. The catalyst class is: 6.